The task is: Binary Classification. Given a miRNA mature sequence and a target amino acid sequence, predict their likelihood of interaction.. This data is from Experimentally validated miRNA-target interactions with 360,000+ pairs, plus equal number of negative samples. (1) The miRNA is mmu-miR-363-3p with sequence AAUUGCACGGUAUCCAUCUGUA. The protein sequence of the target gene is MKLQAVMETLIQRQQRARQELEARQAPPPPPPEPTGVRARTTMTDEDREPENARMHRTQMAALAAMRAAAAGLGHPSSPGGSEDGPPISGDEDTAREGTLSSPALHGSVLEGAGHAEGDRHLMDVGSDDDDTKSKWEEQELEELGEEEEEEEEEDDFEEEEEEEEGLGPPESASLGTAGLFTRKAPPAQAFRGDGGPRMLSGPERLGPGPAHPSHMASQMPPPDHGDWTFEEQFKQLYELDADPKRKEFLDDLFSFMQKRGTPVNRIPIMAKQVLDLFMLYVLVTEKGGLVEVINKKLWR.... Result: 0 (no interaction). (2) The miRNA is hsa-miR-3941 with sequence UUACACACAACUGAGGAUCAUA. The protein sequence of the target gene is MTRTPVGSARTRPKPRKLGPQRGKALQASSRLSESPALVKKRMPDACTLGRAGIGLPKMCLHMAVRHSKAQKTGPGILQQRQKPPAPRASGGPALLGKRRGCSEAGSASLEPLSSSRAAAGCLNQVPLSPFLAGPRNTRRLPAPERERIELAATLCLEGWPLRCLASKGKLHCVY. Result: 1 (interaction). (3) The miRNA is mmu-miR-676-5p with sequence ACUCUACAACCUUAGGACUUGC. The protein sequence of the target gene is MVPAAGRRPPRVMRLLGWWQVLLWVLGLPVRGVEVAEESGRLWSEEQPAHPLQVGAVYLGEEELLHDPMGQDRAAEEANAVLGLDTQGDHMVMLSVIPGEAEDKVSSEPSGVTCGAGGAEDSRCNVRESLFSLDGAGAHFPDREEEYYTEPEVAESDAAPTEDSNNTESLKSPKVNCEERNITGLENFTLKILNMSQDLMDFLNPNGSDCTLVLFYTPWCRFSASLAPHFNSLPRAFPALHFLALDASQHSSLSTRFGTVAVPNILLFQGAKPMARFNHTDRTLETLKIFIFNQTGIEAK.... Result: 0 (no interaction). (4) The miRNA is hsa-miR-548ap-5p with sequence AAAAGUAAUUGCGGUCUUU. The protein sequence of the target gene is MNHDFQALALESRGMGELLPTKKFWEPDDSTKDGQKGIFLGDDEWRETAWGASHHSMSQPIMVQRRSGQGFHGNSEVNAILSPRSESGGLGVSMVEYVLSSSPADKLDSRFRKGNFGTRDAETDGPEKGDQKGKASPFEEDQNRDLKQGDDDDSKINGRGLPNGMDADCKDFNRTPGSRQASPTEVVERLGPNTNPSEGLGPLPNPTANKPLVEEFSNPETQNLDAMEQVGLESLQFDYPGNQVPMDSSGATVGLFDYNSQQQLFQRTNALTVQQLTAAQQQQYALAAAQQPHIAGVFSA.... Result: 0 (no interaction). (5) The miRNA is hsa-miR-6731-5p with sequence UGGGAGAGCAGGGUAUUGUGGA. The protein sequence of the target gene is MSSRGGKKKSTKTSRSAKAGVIFPVGRMLRYIKKGHPKYRIGVGAPVYMAAVLEYLTAEILELAGNAARDNKKGRVTPRHILLAVANDEELNQLLKGVTIASGGVLPNIHPELLAKKRGSKGKLEAIITPPPAKKAKSPSQKKPVSKKAGGKKGARKSKKKQGEVSKAASADSTTEGTPADGFTVLSTKSLFLGQKLNLIHSEISNLAGFEVEAIINPTNADIDLKDDLGNTLEKKGGKEFVEAVLELRKKNGPLEVAGAAVSAGHGLPAKFVIHCNSPVWGADKCEELLEKTVKNCLAL.... Result: 0 (no interaction). (6) The miRNA is hsa-miR-10a-3p with sequence CAAAUUCGUAUCUAGGGGAAUA. The protein sequence of the target gene is MSSWLGGLGSGLGQSLGQVGGSLASLTGQISNFTKDMLMEGTEEVEAELPDSRTKEIEAIHAILRSENERLKKLCTDLEEKHEASEIQIKQQSTSYRNQLQQKEVEISHLKARQIALQDQLLKLQSAAQSVPSGAGVPATTASSSFAYGISHHPSAFHDDDMDFGDIISSQQEINRLSNEVSRLESEVGHWRHIAQTSKAQGTDNSDQSEICKLQNIIKELKQNRSQEIDDHQHEMSVLQNAHQQKLTEISRRHREELSDYEERIEELENLLQQGGSGVIETDLSKIYEMQKTIQVLQIE.... Result: 0 (no interaction). (7) The miRNA is hsa-miR-548e-3p with sequence AAAAACUGAGACUACUUUUGCA. The protein sequence of the target gene is MEAERRPAPGSPSEGLFADGHLILWTLCSVLLPVFITFWCSLQRSRRQLHRRDIFRKSKHGWRDTDLFSQPTYCCVCAQHILQGAFCDCCGLRVDEGCLRKADKRFQCKEIMLKNDTKVLDAMPHHWIRGNVPLCSYCMVCKQQCGCQPKLCDYRCIWCQKTVHDECMKNSLKNEKCDFGEFKNLIIPPSYLTSINQMRKDKKTDYEVLASKLGKQWTPLIILANSRSGTNMGEGLLGEFRILLNPVQVFDVTKTPPIKALQLCTLLPYYSARVLVCGGDGTVGWVLDAVDDMKIKGQEK.... Result: 1 (interaction).